From a dataset of Catalyst prediction with 721,799 reactions and 888 catalyst types from USPTO. Predict which catalyst facilitates the given reaction. (1) Reactant: [CH2:1]([N:3]1[CH:7]=[C:6]([C:8]2[CH:9]=[C:10]([CH:12]=[CH:13][CH:14]=2)[NH2:11])[C:5]([C:15]2[CH:20]=[CH:19][N:18]=[CH:17][CH:16]=2)=[N:4]1)[CH3:2].[Br:21][C:22]1[CH:27]=[CH:26][C:25]([N:28]=[C:29]=[O:30])=[CH:24][CH:23]=1. Product: [Br:21][C:22]1[CH:27]=[CH:26][C:25]([NH:28][C:29]([NH:11][C:10]2[CH:12]=[CH:13][CH:14]=[C:8]([C:6]3[C:5]([C:15]4[CH:16]=[CH:17][N:18]=[CH:19][CH:20]=4)=[N:4][N:3]([CH2:1][CH3:2])[CH:7]=3)[CH:9]=2)=[O:30])=[CH:24][CH:23]=1. The catalyst class is: 2. (2) Reactant: [OH:1][CH:2]1[CH2:7][CH2:6][N:5]([C:8](=O)[CH2:9][O:10][CH2:11][CH2:12][C:13]2[C:22]3[CH2:21][CH2:20][CH2:19][CH2:18][C:17]=3[CH:16]=[CH:15][CH:14]=2)[CH2:4][CH2:3]1.[H-].[Al+3].[Li+].[H-].[H-].[H-]. Product: [C:13]1([CH2:12][CH2:11][O:10][CH2:9][CH2:8][N:5]2[CH2:6][CH2:7][CH:2]([OH:1])[CH2:3][CH2:4]2)[C:22]2[CH2:21][CH2:20][CH2:19][CH2:18][C:17]=2[CH:16]=[CH:15][CH:14]=1. The catalyst class is: 1.